From a dataset of Catalyst prediction with 721,799 reactions and 888 catalyst types from USPTO. Predict which catalyst facilitates the given reaction. (1) Reactant: [CH2:1]([N:3]1[C:8]2[N:9]=[CH:10][C:11](C(O)=O)=[CH:12][C:7]=2[C:6](=[O:16])[N:5]([CH2:17][CH3:18])[C:4]1=[O:19])[CH3:2].C1C=CC(P([N:34]=[N+]=[N-])(C2C=CC=CC=2)=O)=CC=1. Product: [NH2:34][C:11]1[CH:10]=[N:9][C:8]2[N:3]([CH2:1][CH3:2])[C:4](=[O:19])[N:5]([CH2:17][CH3:18])[C:6](=[O:16])[C:7]=2[CH:12]=1. The catalyst class is: 107. (2) Product: [ClH:1].[NH2:15][CH2:16][C:17]([NH:19][CH2:20][C:21](=[C:23]1[CH2:28][CH2:27][CH2:26][N:25]([C:29]2[C:38]([O:39][CH3:40])=[C:37]3[C:32]([C:33](=[O:47])[C:34]([C:44]([OH:46])=[O:45])=[CH:35][N:36]3[CH:41]3[CH2:42][CH2:43]3)=[CH:31][C:30]=2[F:48])[CH2:24]1)[F:22])=[O:18]. The catalyst class is: 2. Reactant: [ClH:1].O1CCOCC1.C(OC([NH:15][CH2:16][C:17]([NH:19][CH2:20][C:21](=[C:23]1[CH2:28][CH2:27][CH2:26][N:25]([C:29]2[C:38]([O:39][CH3:40])=[C:37]3[C:32]([C:33](=[O:47])[C:34]([C:44]([OH:46])=[O:45])=[CH:35][N:36]3[CH:41]3[CH2:43][CH2:42]3)=[CH:31][C:30]=2[F:48])[CH2:24]1)[F:22])=[O:18])=O)(C)(C)C. (3) Reactant: [NH:1]1[C:9]2[CH:8]=[CH:7][CH:6]=[C:5]([OH:10])[C:4]=2[CH:3]=[N:2]1.[N+:11]([C:14]1[CH:39]=[CH:38][C:17](C(O[C@H]2CC[C@@H](N3C(=O)C4C(=CC=CC=4)C3=O)CC2)=O)=[CH:16][CH:15]=1)([O-])=O.O[C@@H]1CC[C@H](N2C(=O)C3C(=CC=CC=3)C2=O)CC1.C1(P(C2C=CC=CC=2)C2C=CC=CC=2)C=CC=CC=1.N(C(OCC1C=CC=CC=1)=O)=NC(OCC1C=CC=CC=1)=O.ClCCl. Product: [NH:1]1[C:9]2[C:4](=[C:5]([O:10][C@H:17]3[CH2:38][CH2:39][C@H:14]([NH2:11])[CH2:15][CH2:16]3)[CH:6]=[CH:7][CH:8]=2)[CH:3]=[N:2]1. The catalyst class is: 7. (4) Reactant: [Cl:1][C:2]1[CH:3]=[C:4]2[C:9](=[CH:10][C:11]=1[O:12][Si](C)(C)C)[O:8][CH2:7][CH2:6][C:5]2(O[Si](C)(C)C)[C:17]#N.[OH2:24].[OH2:25].[Sn](Cl)Cl.Cl.C(OC(C)C)(=O)C. Product: [Cl:1][C:2]1[CH:3]=[C:4]2[C:9](=[CH:10][C:11]=1[OH:12])[O:8][CH2:7][CH2:6][CH:5]2[C:17]([OH:25])=[O:24]. The catalyst class is: 211.